Dataset: Full USPTO retrosynthesis dataset with 1.9M reactions from patents (1976-2016). Task: Predict the reactants needed to synthesize the given product. (1) Given the product [F:15][C:7]1[CH:6]=[C:4]([NH:5][C:20](=[O:21])[CH2:19][C:16](=[O:18])[CH3:17])[CH:3]=[C:2]([F:1])[C:8]=1[N:9]1[CH2:14][CH2:13][O:12][CH2:11][CH2:10]1, predict the reactants needed to synthesize it. The reactants are: [F:1][C:2]1[CH:3]=[C:4]([CH:6]=[C:7]([F:15])[C:8]=1[N:9]1[CH2:14][CH2:13][O:12][CH2:11][CH2:10]1)[NH2:5].[C:16]([CH:19]=[C:20]=[O:21])(=[O:18])[CH3:17]. (2) Given the product [C:1]([O:5][C:6](=[O:20])[NH:7][CH2:8][CH2:9][CH2:10][CH2:11][N:12]([CH2:28][C:23]1[C:22]([CH3:21])=[CH:27][CH:26]=[CH:25][N:24]=1)[CH:13]([C:15]1[S:16][CH:17]=[CH:18][N:19]=1)[CH3:14])([CH3:2])([CH3:3])[CH3:4], predict the reactants needed to synthesize it. The reactants are: [C:1]([O:5][C:6](=[O:20])[NH:7][CH2:8][CH2:9][CH2:10][CH2:11][NH:12][CH:13]([C:15]1[S:16][CH:17]=[CH:18][N:19]=1)[CH3:14])([CH3:4])([CH3:3])[CH3:2].[CH3:21][C:22]1[C:23]([CH:28]=O)=[N:24][CH:25]=[CH:26][CH:27]=1.[BH-](OC(C)=O)(OC(C)=O)OC(C)=O.[Na+]. (3) Given the product [CH3:22][C:23]1[CH:28]=[CH:27][CH:26]=[C:25]([CH3:29])[C:24]=1[NH:30][C:31]1[N:3]2[CH:4]=[C:5]([F:8])[CH:6]=[CH:7][C:2]2=[N:1][C:16]=1[C:15]1[CH:18]=[CH:19][CH:20]=[CH:21][C:14]=1[C:10]1[S:9][CH:13]=[CH:12][N:11]=1, predict the reactants needed to synthesize it. The reactants are: [NH2:1][C:2]1[CH:7]=[CH:6][C:5]([F:8])=[CH:4][N:3]=1.[S:9]1[CH:13]=[CH:12][N:11]=[C:10]1[C:14]1[CH:21]=[CH:20][CH:19]=[CH:18][C:15]=1[CH:16]=O.[CH3:22][C:23]1[CH:28]=[CH:27][CH:26]=[C:25]([CH3:29])[C:24]=1[N+:30]#[C-:31].Cl(O)(=O)(=O)=O.